Dataset: Rat liver microsome stability data. Task: Regression/Classification. Given a drug SMILES string, predict its absorption, distribution, metabolism, or excretion properties. Task type varies by dataset: regression for continuous measurements (e.g., permeability, clearance, half-life) or binary classification for categorical outcomes (e.g., BBB penetration, CYP inhibition). Dataset: rlm. (1) The compound is COc1ccc2c(c1)c(-c1[nH]c(NCC(F)F)nc1C)cn2S(=O)(=O)c1ccccc1. The result is 0 (unstable in rat liver microsomes). (2) The drug is O=C(Nc1nc(-c2ccccc2)cs1)c1ccncc1NS(=O)(=O)c1ccccc1. The result is 1 (stable in rat liver microsomes). (3) The drug is CN1CCN(c2ccc(-c3cc(-c4cccc(C(=O)NCC#N)c4)[nH]n3)cc2Br)CC1. The result is 1 (stable in rat liver microsomes). (4) The drug is CC(C)(C#N)c1ccc(-c2c(C(=O)N3CCN(S(C)(=O)=O)CC3)cnc3ccc(F)cc23)cc1. The result is 1 (stable in rat liver microsomes). (5) The compound is CC(C)Oc1ccc(C(=O)Nc2ccc3c(c2)CCCN3C(=O)c2cccs2)cc1. The result is 1 (stable in rat liver microsomes). (6) The molecule is CC(C)[C@@H]1CN(c2ccc(F)c(S(C)(=O)=O)c2)CCN1c1ncc(Cl)c(C(F)(F)F)n1. The result is 0 (unstable in rat liver microsomes). (7) The drug is CCN1CCN(CC(=O)Nc2ccc(-c3cccc4c(=O)cc(N5CCOCC5)oc34)c3sc4ccccc4c23)CC1. The result is 0 (unstable in rat liver microsomes). (8) The drug is CC(=O)N(CCN1[C@@H]2CC[C@H]1C[C@@H](c1cccc(C(N)=O)c1)C2)CC1CCCCC1. The result is 0 (unstable in rat liver microsomes). (9) The molecule is O=C(Nc1nc(-c2ccc(F)cc2)cs1)c1ccncc1NS(=O)(=O)c1ccc(F)cc1. The result is 0 (unstable in rat liver microsomes). (10) The compound is N=C(N)Nc1ccc(C[C@H](NC(=O)CCc2ccccc2)C(=O)N[C@@H](CCCCN)C(=O)N[C@H](C(N)=O)c2ccccc2)cc1. The result is 1 (stable in rat liver microsomes).